This data is from Full USPTO retrosynthesis dataset with 1.9M reactions from patents (1976-2016). The task is: Predict the reactants needed to synthesize the given product. (1) Given the product [F:10][C:11]([F:30])([F:29])[S:12]([O:9][C:4]1[CH:3]=[C:2]([NH2:1])[CH:7]=[C:6]([Cl:8])[N:5]=1)(=[O:14])=[O:13], predict the reactants needed to synthesize it. The reactants are: [NH2:1][C:2]1[CH:7]=[C:6]([Cl:8])[NH:5][C:4](=[O:9])[CH:3]=1.[F:10][C:11]([F:30])([F:29])[S:12](N(C1C=CC=CC=1)[S:12]([C:11]([F:30])([F:29])[F:10])(=[O:14])=[O:13])(=[O:14])=[O:13]. (2) The reactants are: [CH2:1]([C:3]1([CH2:25][CH3:26])[C:7](=[O:8])[O:6][CH:5]([CH2:9][CH2:10][N:11]2[CH2:16][CH2:15]N(C3C=CC=CC=3C#N)[CH2:13][CH2:12]2)[CH2:4]1)[CH3:2].[C:27]1([C:33]([C:41]2[CH:46]=[CH:45][CH:44]=[CH:43][CH:42]=2)([CH:35]2CCNCC2)[OH:34])[CH:32]=[CH:31][CH:30]=[CH:29][CH:28]=1.N1(C2C=CC=CC=2C#N)CCNCC1. Given the product [CH2:25]([C:3]1([CH2:1][CH3:2])[CH2:4][CH:5]([CH2:9][CH2:10][N:11]2[CH2:12][CH2:13][CH:35]([C:33]([OH:34])([C:27]3[CH:32]=[CH:31][CH:30]=[CH:29][CH:28]=3)[C:41]3[CH:46]=[CH:45][CH:44]=[CH:43][CH:42]=3)[CH2:15][CH2:16]2)[O:6][C:7]1=[O:8])[CH3:26], predict the reactants needed to synthesize it. (3) Given the product [Br:1][C:2]1[CH:3]=[C:4]([C:9]([CH:10]2[C:11]([CH3:12])([CH3:13])[O:23]2)=[O:14])[CH:5]=[CH:6][C:7]=1[CH3:8], predict the reactants needed to synthesize it. The reactants are: [Br:1][C:2]1[CH:3]=[C:4]([C:9](=[O:14])[CH:10]=[C:11]([CH3:13])[CH3:12])[CH:5]=[CH:6][C:7]=1[CH3:8].ClC1C=CC=C(C(OO)=[O:23])C=1.O. (4) Given the product [Br:1][C:2]1[CH:7]=[CH:6][C:5]([S:8]([NH:11][C:12]2[C:21]3[C:16](=[CH:17][CH:18]=[CH:19][CH:20]=3)[C:15]([OH:22])=[C:14]([S:24][CH2:25][C:26]([NH2:28])=[O:27])[CH:13]=2)(=[O:9])=[O:10])=[CH:4][CH:3]=1, predict the reactants needed to synthesize it. The reactants are: [Br:1][C:2]1[CH:7]=[CH:6][C:5]([S:8]([NH:11][C:12]2[C:21]3[C:16](=[CH:17][CH:18]=[CH:19][CH:20]=3)[C:15]([O:22]C)=[C:14]([S:24][CH2:25][C:26]([NH2:28])=[O:27])[CH:13]=2)(=[O:10])=[O:9])=[CH:4][CH:3]=1.CC#N.O. (5) Given the product [Cl:1][C:2]1[CH:3]=[C:4]([CH:25]=[CH:26][C:27]=1[Cl:28])[CH2:5][N:6]([CH3:24])[C:7]([C:9]1[CH2:10][N:11]([CH2:16][CH2:17][N:18]2[CH2:19][CH2:20][N:21]([C:34](=[O:35])[C:33]3[CH:37]=[CH:38][C:30]([F:29])=[CH:31][CH:32]=3)[CH2:22][CH2:23]2)[C:12](=[O:15])[C:13]=1[OH:14])=[O:8], predict the reactants needed to synthesize it. The reactants are: [Cl:1][C:2]1[CH:3]=[C:4]([CH:25]=[CH:26][C:27]=1[Cl:28])[CH2:5][N:6]([CH3:24])[C:7]([C:9]1[CH2:10][N:11]([CH2:16][CH2:17][N:18]2[CH2:23][CH2:22][NH:21][CH2:20][CH2:19]2)[C:12](=[O:15])[C:13]=1[OH:14])=[O:8].[F:29][C:30]1[CH:38]=[CH:37][C:33]([C:34](Cl)=[O:35])=[CH:32][CH:31]=1. (6) Given the product [Cl:21][C:10]1[N:9]=[C:8]([C:5]2[CH:6]=[CH:7][C:2]([F:1])=[CH:3][CH:4]=2)[CH:13]=[C:12]([C:14]([F:17])([F:16])[F:15])[N:11]=1, predict the reactants needed to synthesize it. The reactants are: [F:1][C:2]1[CH:7]=[CH:6][C:5]([C:8]2[CH:13]=[C:12]([C:14]([F:17])([F:16])[F:15])[NH:11][C:10](=O)[N:9]=2)=[CH:4][CH:3]=1.O=P(Cl)(Cl)[Cl:21].